Dataset: Forward reaction prediction with 1.9M reactions from USPTO patents (1976-2016). Task: Predict the product of the given reaction. (1) Given the reactants Cl.[NH:2]1[CH2:7][CH2:6][CH:5]([NH:8][C:9]([C:11]2[C:15]3[N:16]=[CH:17][N:18]=[C:19]([C:20]4[C:28]5[O:27][CH2:26][O:25][C:24]=5[CH:23]=[CH:22][C:21]=4[O:29][CH2:30][CH:31]4[CH2:33][CH2:32]4)[C:14]=3[NH:13][CH:12]=2)=[O:10])[CH2:4][CH2:3]1.[CH:34]1([C:37](Cl)=[O:38])[CH2:36][CH2:35]1, predict the reaction product. The product is: [CH:34]1([C:37]([N:2]2[CH2:7][CH2:6][CH:5]([NH:8][C:9]([C:11]3[C:15]4[N:16]=[CH:17][N:18]=[C:19]([C:20]5[C:28]6[O:27][CH2:26][O:25][C:24]=6[CH:23]=[CH:22][C:21]=5[O:29][CH2:30][CH:31]5[CH2:32][CH2:33]5)[C:14]=4[NH:13][CH:12]=3)=[O:10])[CH2:4][CH2:3]2)=[O:38])[CH2:36][CH2:35]1. (2) Given the reactants I[C:2]1[CH:7]=[CH:6][C:5]([S:8]([NH:11][C:12]2[S:13][CH:14]=[CH:15][N:16]=2)(=[O:10])=[O:9])=[CH:4][CH:3]=1.[S:17]1[CH:21]=[CH:20][CH:19]=[C:18]1[CH2:22][NH2:23].[C:24](=O)([O-])[O-:25].[Na+].[Na+].O.C(=O)([O-])[O-], predict the reaction product. The product is: [S:13]1[CH:14]=[CH:15][N:16]=[C:12]1[NH:11][S:8]([C:5]1[CH:6]=[CH:7][C:2]([C:24]([NH:23][CH2:22][C:18]2[S:17][CH:21]=[CH:20][CH:19]=2)=[O:25])=[CH:3][CH:4]=1)(=[O:10])=[O:9]. (3) Given the reactants [N+:1]([C:4]1[C:9]2=[N:10][O:11][N:12]=[C:8]2[CH:7]=[CH:6][CH:5]=1)([O-:3])=[O:2].Cl[C:17]1[C:18]2[C:18](=[N:19]O[N:19]=2)[C:17]([N+]([O-])=O)=[CH:16][CH:16]=1.C(N)C#C, predict the reaction product. The product is: [N+:1]([C:4]1[C:9]2=[N:10][O:11][N:12]=[C:8]2[C:7]([NH:19][CH2:18][C:17]#[CH:16])=[CH:6][CH:5]=1)([O-:3])=[O:2]. (4) Given the reactants [C:1]([C:5]1[CH:10]=[CH:9][C:8]([O:11][CH3:12])=[CH:7][CH:6]=1)([CH3:4])([CH3:3])[CH3:2].[I:13]I, predict the reaction product. The product is: [C:1]([C:5]1[CH:6]=[CH:7][C:8]([O:11][CH3:12])=[C:9]([I:13])[CH:10]=1)([CH3:4])([CH3:2])[CH3:3]. (5) Given the reactants Br[C:2]1[CH:3]=[C:4]2[C:9](=[CH:10][CH:11]=1)[C:8](=[O:12])[N:7]([CH3:13])[CH2:6][CH2:5]2.[B:14]1([B:14]2[O:18][C:17]([CH3:20])([CH3:19])[C:16]([CH3:22])([CH3:21])[O:15]2)[O:18][C:17]([CH3:20])([CH3:19])[C:16]([CH3:22])([CH3:21])[O:15]1, predict the reaction product. The product is: [CH3:13][N:7]1[CH2:6][CH2:5][C:4]2[C:9](=[CH:10][CH:11]=[C:2]([B:14]3[O:18][C:17]([CH3:20])([CH3:19])[C:16]([CH3:22])([CH3:21])[O:15]3)[CH:3]=2)[C:8]1=[O:12]. (6) Given the reactants [CH3:1][O:2][C:3]1[CH:15]=[CH:14][C:6]([CH2:7][NH:8][C:9]2[S:10][CH:11]=[CH:12][N:13]=2)=[CH:5][CH:4]=1.C[Si]([N-][Si](C)(C)C)(C)C.[Li+].[Br:26][C:27]1[C:36]2[C:31](=[CH:32][C:33]([S:37](OC3C(F)=C(F)C(F)=C(F)C=3F)(=[O:39])=[O:38])=[CH:34][CH:35]=2)[CH:30]=[C:29]([Cl:52])[N:28]=1, predict the reaction product. The product is: [Br:26][C:27]1[C:36]2[C:31](=[CH:32][C:33]([S:37]([N:8]([CH2:7][C:6]3[CH:5]=[CH:4][C:3]([O:2][CH3:1])=[CH:15][CH:14]=3)[C:9]3[S:10][CH:11]=[CH:12][N:13]=3)(=[O:39])=[O:38])=[CH:34][CH:35]=2)[CH:30]=[C:29]([Cl:52])[N:28]=1. (7) Given the reactants [CH3:1][O:2][C:3]1[CH:4]=[C:5]([CH:9]=[C:10]([O:14][CH3:15])[C:11]=1[O:12][CH3:13])[C:6]([OH:8])=O.C(C1NC=CN=1)(C1NC=CN=1)=O.O/[N:29]=[C:30](\[NH2:47])/[C:31]1[CH:36]=[CH:35][C:34]([C:37]2[NH:41][C:40]3[CH:42]=[CH:43][C:44]([CH3:46])=[CH:45][C:39]=3[N:38]=2)=[CH:33][CH:32]=1, predict the reaction product. The product is: [CH3:46][C:44]1[CH:43]=[CH:42][C:40]2[NH:41][C:37]([C:34]3[CH:33]=[CH:32][C:31]([C:30]4[N:47]=[C:6]([C:5]5[CH:9]=[C:10]([O:14][CH3:15])[C:11]([O:12][CH3:13])=[C:3]([O:2][CH3:1])[CH:4]=5)[O:8][N:29]=4)=[CH:36][CH:35]=3)=[N:38][C:39]=2[CH:45]=1. (8) Given the reactants [Cl:1][C:2]1[CH:7]=[CH:6][C:5]([N:8]2[C:12]([CH:13]3[CH2:16][CH2:15][CH2:14]3)=[C:11]([C:17]([O:19]C)=[O:18])[CH:10]=[N:9]2)=[CH:4][CH:3]=1.O.[OH-].[Li+].Cl, predict the reaction product. The product is: [Cl:1][C:2]1[CH:3]=[CH:4][C:5]([N:8]2[C:12]([CH:13]3[CH2:14][CH2:15][CH2:16]3)=[C:11]([C:17]([OH:19])=[O:18])[CH:10]=[N:9]2)=[CH:6][CH:7]=1.